From a dataset of Peptide-MHC class I binding affinity with 185,985 pairs from IEDB/IMGT. Regression. Given a peptide amino acid sequence and an MHC pseudo amino acid sequence, predict their binding affinity value. This is MHC class I binding data. (1) The peptide sequence is LPYSQPQPF. The MHC is HLA-B35:01 with pseudo-sequence HLA-B35:01. The binding affinity (normalized) is 0.902. (2) The peptide sequence is FIRYGDASL. The MHC is HLA-B57:01 with pseudo-sequence HLA-B57:01. The binding affinity (normalized) is 0.0847. (3) The peptide sequence is IVAALVFLI. The MHC is HLA-A02:02 with pseudo-sequence HLA-A02:02. The binding affinity (normalized) is 1.00. (4) The peptide sequence is YRTLGVFRY. The MHC is HLA-B39:01 with pseudo-sequence HLA-B39:01. The binding affinity (normalized) is 0.0847. (5) The binding affinity (normalized) is 0.601. The peptide sequence is IYTLEYDGF. The MHC is HLA-A24:03 with pseudo-sequence HLA-A24:03.